Dataset: Forward reaction prediction with 1.9M reactions from USPTO patents (1976-2016). Task: Predict the product of the given reaction. The product is: [CH2:20]([CH:21]1[C:2]2[S:1][CH:5]=[CH:4][C:3]=2[C:6](=[O:8])[O:7]1)[CH3:19]. Given the reactants [S:1]1[CH:5]=[CH:4][C:3]([C:6]([OH:8])=[O:7])=[CH:2]1.C[Si]([N-][Si](C)(C)C)(C)C.[Li+].[CH:19](=O)[CH2:20][CH3:21].Cl.C1(C)C=CC(S(Cl)(=O)=O)=CC=1.C([O-])(O)=O.[Na+], predict the reaction product.